This data is from Forward reaction prediction with 1.9M reactions from USPTO patents (1976-2016). The task is: Predict the product of the given reaction. (1) The product is: [Cl:36][C:33]1[CH:32]=[CH:31][C:30]([CH:11]([CH:10]=[CH2:9])/[C:12](/[F:29])=[C:13](\[F:28])/[CH2:14][C:15]2[CH:20]=[CH:19][CH:18]=[C:17]([O:21][C:22]3[CH:27]=[CH:26][CH:25]=[CH:24][CH:23]=3)[CH:16]=2)=[CH:35][CH:34]=1. Given the reactants C1(S([CH2:9][CH2:10][CH:11]([C:30]2[CH:35]=[CH:34][C:33]([Cl:36])=[CH:32][CH:31]=2)/[C:12](/[F:29])=[C:13](\[F:28])/[CH2:14][C:15]2[CH:20]=[CH:19][CH:18]=[C:17]([O:21][C:22]3[CH:27]=[CH:26][CH:25]=[CH:24][CH:23]=3)[CH:16]=2)=O)C=CC=CC=1, predict the reaction product. (2) Given the reactants [CH3:1][C:2]1[N:7]=[CH:6][C:5]([C:8]2[CH:13]=[CH:12][NH:11][C:10](=[O:14])[CH:9]=2)=[CH:4][CH:3]=1.Br[C:16]1[CH:24]=[C:23]2[C:19]([C:20]3[CH2:29][CH2:28][N:27]([C:30]([O:32][C:33]([CH3:36])([CH3:35])[CH3:34])=[O:31])[CH2:26][C:21]=3[N:22]2[CH3:25])=[CH:18][CH:17]=1, predict the reaction product. The product is: [CH3:25][N:22]1[C:23]2[C:19](=[CH:18][CH:17]=[C:16]([N:11]3[CH:12]=[CH:13][C:8]([C:5]4[CH:6]=[N:7][C:2]([CH3:1])=[CH:3][CH:4]=4)=[CH:9][C:10]3=[O:14])[CH:24]=2)[C:20]2[CH2:29][CH2:28][N:27]([C:30]([O:32][C:33]([CH3:36])([CH3:35])[CH3:34])=[O:31])[CH2:26][C:21]1=2. (3) Given the reactants [OH:1][C:2]1[CH:3]=[C:4]2[C:9](=[C:10]([CH3:12])[CH:11]=1)[O:8][CH:7]([C:13]([F:16])([F:15])[F:14])[C:6]([C:17]([O:19][CH2:20][CH3:21])=[O:18])=[CH:5]2.C([O-])([O-])=O.[K+].[K+].[CH3:28][C:29](C)=O, predict the reaction product. The product is: [CH2:28]([O:1][C:2]1[CH:3]=[C:4]2[C:9](=[C:10]([CH3:12])[CH:11]=1)[O:8][CH:7]([C:13]([F:16])([F:14])[F:15])[C:6]([C:17]([O:19][CH2:20][CH3:21])=[O:18])=[CH:5]2)[CH3:29]. (4) Given the reactants [Cl:1][C:2]1[C:7]([CH:8]=[O:9])=[C:6]([OH:10])[CH:5]=[C:4]([O:11][CH:12]2[CH2:17][CH2:16][CH2:15][CH2:14][O:13]2)[CH:3]=1.N1C=CC=CC=1.[O:24](S(C(F)(F)F)(=O)=O)[S:25]([C:28]([F:31])([F:30])[F:29])(=O)=[O:26], predict the reaction product. The product is: [F:29][C:28]([F:31])([F:30])[S:25]([O:10][C:6]1[CH:5]=[C:4]([O:11][CH:12]2[CH2:17][CH2:16][CH2:15][CH2:14][O:13]2)[CH:3]=[C:2]([Cl:1])[C:7]=1[CH:8]=[O:9])(=[O:26])=[O:24].